Predict the product of the given reaction. From a dataset of Forward reaction prediction with 1.9M reactions from USPTO patents (1976-2016). (1) Given the reactants C([O:8][C:9]1[CH:36]=[CH:35][C:34]([O:37][CH2:38][CH2:39][N:40]2[CH2:45][CH2:44][N:43]([CH3:46])[CH2:42][CH2:41]2)=[CH:33][C:10]=1[C:11]([NH:13][C:14]1[CH:26]=[C:25]([C:27]2[CH:32]=[CH:31][CH:30]=[CH:29][CH:28]=2)[CH:24]=[CH:23][C:15]=1[C:16]([O:18][C:19]([CH3:22])([CH3:21])[CH3:20])=[O:17])=[O:12])C1C=CC=CC=1, predict the reaction product. The product is: [OH:8][C:9]1[CH:36]=[CH:35][C:34]([O:37][CH2:38][CH2:39][N:40]2[CH2:45][CH2:44][N:43]([CH3:46])[CH2:42][CH2:41]2)=[CH:33][C:10]=1[C:11]([NH:13][C:14]1[CH:26]=[C:25]([C:27]2[CH:28]=[CH:29][CH:30]=[CH:31][CH:32]=2)[CH:24]=[CH:23][C:15]=1[C:16]([O:18][C:19]([CH3:20])([CH3:21])[CH3:22])=[O:17])=[O:12]. (2) Given the reactants [C:1]([O:5][C:6]([N:8]1[CH2:13][CH2:12][N:11]([C:14]2[CH:19]=[CH:18][N:17]=[C:16](Cl)[CH:15]=2)[CH2:10][CH2:9]1)=[O:7])([CH3:4])([CH3:3])[CH3:2].CC1(C)C(C)(C)OB([C:29]2[CH:38]=[CH:37][C:36]3[C:35]([CH3:40])([CH3:39])[CH2:34][CH2:33][C:32]([CH3:42])([CH3:41])[C:31]=3[CH:30]=2)O1.C(=O)([O-])[O-].[K+].[K+], predict the reaction product. The product is: [C:1]([O:5][C:6]([N:8]1[CH2:13][CH2:12][N:11]([C:14]2[CH:19]=[CH:18][N:17]=[C:16]([C:38]3[CH:29]=[CH:30][C:31]4[C:32]([CH3:42])([CH3:41])[CH2:33][CH2:34][C:35]([CH3:40])([CH3:39])[C:36]=4[CH:37]=3)[CH:15]=2)[CH2:10][CH2:9]1)=[O:7])([CH3:4])([CH3:3])[CH3:2]. (3) Given the reactants [CH3:1][C:2]1[CH:3]=[C:4]([OH:22])[CH:5]=[CH:6][C:7]=1[N:8]1[C:12]2[CH:13]=[CH:14][CH:15]=[C:16]([C:17]([F:20])([F:19])[F:18])[C:11]=2[N:10]=[C:9]1[CH3:21].F[C:24]1[CH:29]=[C:28]([S:30]([CH3:33])(=[O:32])=[O:31])[CH:27]=[C:26]([F:34])[CH:25]=1, predict the reaction product. The product is: [F:34][C:26]1[CH:25]=[C:24]([CH:29]=[C:28]([S:30]([CH3:33])(=[O:32])=[O:31])[CH:27]=1)[O:22][C:4]1[CH:5]=[CH:6][C:7]([N:8]2[C:12]3[CH:13]=[CH:14][CH:15]=[C:16]([C:17]([F:20])([F:19])[F:18])[C:11]=3[N:10]=[C:9]2[CH3:21])=[C:2]([CH3:1])[CH:3]=1.